Regression. Given two drug SMILES strings and cell line genomic features, predict the synergy score measuring deviation from expected non-interaction effect. From a dataset of NCI-60 drug combinations with 297,098 pairs across 59 cell lines. (1) Drug 1: CCC1=C2CN3C(=CC4=C(C3=O)COC(=O)C4(CC)O)C2=NC5=C1C=C(C=C5)O. Drug 2: C1CN(CCN1C(=O)CCBr)C(=O)CCBr. Cell line: TK-10. Synergy scores: CSS=14.5, Synergy_ZIP=-4.53, Synergy_Bliss=0.715, Synergy_Loewe=-6.79, Synergy_HSA=0.558. (2) Drug 1: C1CC(C1)(C(=O)O)C(=O)O.[NH2-].[NH2-].[Pt+2]. Drug 2: C1=CN(C=N1)CC(O)(P(=O)(O)O)P(=O)(O)O. Cell line: NCI-H226. Synergy scores: CSS=2.44, Synergy_ZIP=-0.587, Synergy_Bliss=-0.798, Synergy_Loewe=0.699, Synergy_HSA=-0.0132.